This data is from Full USPTO retrosynthesis dataset with 1.9M reactions from patents (1976-2016). The task is: Predict the reactants needed to synthesize the given product. (1) Given the product [N:1]1([S:7]([C:10]2[CH:17]=[CH:16][C:13]([CH2:14][NH2:15])=[CH:12][CH:11]=2)(=[O:9])=[O:8])[CH2:2][CH2:3][CH2:4][CH2:5][CH2:6]1, predict the reactants needed to synthesize it. The reactants are: [N:1]1([S:7]([C:10]2[CH:17]=[CH:16][C:13]([C:14]#[N:15])=[CH:12][CH:11]=2)(=[O:9])=[O:8])[CH2:6][CH2:5][CH2:4][CH2:3][CH2:2]1.[OH-].[NH4+].[H][H]. (2) Given the product [CH2:1]([N:3]1[CH:7]=[CH:6][C:5]([NH:8][C:9](=[O:34])[CH2:10][C:11]2[CH:16]=[CH:15][C:14]([O:17][C:18]3[C:27]4[C:22](=[CH:23][C:24]([O:32][CH3:33])=[C:25]([C:28]([OH:30])=[O:29])[CH:26]=4)[N:21]=[CH:20][CH:19]=3)=[CH:13][CH:12]=2)=[N:4]1)[CH3:2], predict the reactants needed to synthesize it. The reactants are: [CH2:1]([N:3]1[CH:7]=[CH:6][C:5]([NH:8][C:9](=[O:34])[CH2:10][C:11]2[CH:16]=[CH:15][C:14]([O:17][C:18]3[C:27]4[C:22](=[CH:23][C:24]([O:32][CH3:33])=[C:25]([C:28]([O:30]C)=[O:29])[CH:26]=4)[N:21]=[CH:20][CH:19]=3)=[CH:13][CH:12]=2)=[N:4]1)[CH3:2].[OH-].[Li+]. (3) Given the product [CH3:9][C:10]([NH:1][C:2]1[CH:7]=[CH:6][C:5]([CH3:8])=[CH:4][CH:3]=1)([CH3:14])[C:11]#[N:12], predict the reactants needed to synthesize it. The reactants are: [NH2:1][C:2]1[CH:7]=[CH:6][C:5]([CH3:8])=[CH:4][CH:3]=1.[CH3:9][C:10]([CH3:14])(O)[C:11]#[N:12].